Dataset: Peptide-MHC class I binding affinity with 185,985 pairs from IEDB/IMGT. Task: Regression. Given a peptide amino acid sequence and an MHC pseudo amino acid sequence, predict their binding affinity value. This is MHC class I binding data. (1) The peptide sequence is TVLSFCAFA. The MHC is HLA-A02:02 with pseudo-sequence HLA-A02:02. The binding affinity (normalized) is 0.710. (2) The peptide sequence is KFLLIHQGM. The MHC is HLA-A24:02 with pseudo-sequence HLA-A24:02. The binding affinity (normalized) is 0.487. (3) The peptide sequence is WLMLNPNDTV. The MHC is HLA-A02:01 with pseudo-sequence HLA-A02:01. The binding affinity (normalized) is 0.773.